From a dataset of Forward reaction prediction with 1.9M reactions from USPTO patents (1976-2016). Predict the product of the given reaction. (1) Given the reactants [Cl:1][C:2]1[C:7]([C:8]([F:11])([F:10])[F:9])=[CH:6][CH:5]=[CH:4][C:3]=1[C:12]([N:14]1[CH2:19][CH2:18][C:17]2[CH:20]=[N:21][NH:22][C:16]=2[CH2:15]1)=[O:13].[I:23]N1C(=O)CCC1=O, predict the reaction product. The product is: [Cl:1][C:2]1[C:7]([C:8]([F:9])([F:11])[F:10])=[CH:6][CH:5]=[CH:4][C:3]=1[C:12]([N:14]1[CH2:19][CH2:18][C:17]2[C:20]([I:23])=[N:21][NH:22][C:16]=2[CH2:15]1)=[O:13]. (2) Given the reactants [Br:1][C:2]1[N:7]=[C:6]([C:8]([NH:13][C:14](=[O:17])[CH2:15]Cl)([CH2:11][OH:12])[CH2:9][OH:10])[CH:5]=[CH:4][CH:3]=1.CC([O-])(C)C.[K+].[I-].[Na+].O, predict the reaction product. The product is: [Br:1][C:2]1[N:7]=[C:6]([C:8]2([CH2:11][OH:12])[NH:13][C:14](=[O:17])[CH2:15][O:10][CH2:9]2)[CH:5]=[CH:4][CH:3]=1. (3) Given the reactants [CH:1]1[C:10]2[C:5](=[CH:6][CH:7]=[CH:8][CH:9]=2)[CH:4]=[CH:3][C:2]=1B(O)O.[F:14][C:15]1[CH:16]=[C:17]([CH:27]([NH:29][C:30]([C:32]2[N:33]=[C:34](Cl)[O:35][CH:36]=2)=[O:31])[CH3:28])[CH:18]=[C:19]([F:26])[C:20]=1[NH:21][S:22]([CH3:25])(=[O:24])=[O:23].C([O-])([O-])=O.[Cs+].[Cs+], predict the reaction product. The product is: [F:26][C:19]1[CH:18]=[C:17]([CH:27]([NH:29][C:30]([C:32]2[N:33]=[C:34]([C:2]3[CH:3]=[CH:4][C:5]4[C:10](=[CH:9][CH:8]=[CH:7][CH:6]=4)[CH:1]=3)[O:35][CH:36]=2)=[O:31])[CH3:28])[CH:16]=[C:15]([F:14])[C:20]=1[NH:21][S:22]([CH3:25])(=[O:24])=[O:23]. (4) Given the reactants C(OC(=O)[NH:7][CH:8]1[CH2:14][S:13][CH2:12][CH2:11][N:10]([CH2:15][C:16]2[CH:21]=[CH:20][C:19]([O:22][CH2:23][CH2:24][CH2:25][CH3:26])=[CH:18][CH:17]=2)[C:9]1=[O:27])(C)(C)C.[ClH:29], predict the reaction product. The product is: [ClH:29].[NH2:7][CH:8]1[CH2:14][S:13][CH2:12][CH2:11][N:10]([CH2:15][C:16]2[CH:21]=[CH:20][C:19]([O:22][CH2:23][CH2:24][CH2:25][CH3:26])=[CH:18][CH:17]=2)[C:9]1=[O:27]. (5) Given the reactants [H-].[Na+].C(OP([CH:11]([CH2:17][CH3:18])[C:12]([O:14][CH2:15][CH3:16])=[O:13])(OCC)=O)C.[N:19]1([C:26]2[CH:33]=[CH:32][C:31]([Br:34])=[CH:30][C:27]=2[CH:28]=O)[CH2:25][CH2:24][CH2:23][CH2:22][CH2:21][CH2:20]1.O, predict the reaction product. The product is: [N:19]1([C:26]2[CH:33]=[CH:32][C:31]([Br:34])=[CH:30][C:27]=2/[CH:28]=[C:11](\[CH2:17][CH3:18])/[C:12]([O:14][CH2:15][CH3:16])=[O:13])[CH2:25][CH2:24][CH2:23][CH2:22][CH2:21][CH2:20]1. (6) Given the reactants [Br:1][C:2]1[CH2:3][C:4]2[C:9]([CH:10]=1)=[CH:8][CH:7]=[CH:6][CH:5]=2.[Mg:11].[CH3:12][Si:13]([CH3:16])([CH3:15])Cl, predict the reaction product. The product is: [CH2:10]1[C:9]2[C:4](=[CH:5][CH:6]=[CH:7][CH:8]=2)[CH:3]=[CH:2]1.[Br:1][Mg:11].[CH3:12][Si:13]([CH3:16])([CH3:15])[C:2]1[CH2:3][C:4]2[C:9]([CH:10]=1)=[CH:8][CH:7]=[CH:6][CH:5]=2. (7) Given the reactants C1[CH2:5][O:4][CH2:3][CH2:2]1.C(N(C(C)C)CC)(C)C.C([Li])CCC.C([C:22]1[C:30]2[C:29]([NH:31][NH2:32])=[N:28][CH:27]=[N:26][C:25]=2[N:24]([C@@H:33]2[O:39][C@H:38]([CH2:40][OH:41])[C@@H:36]([OH:37])[C@@:34]2([CH3:42])[OH:35])[CH:23]=1)=O, predict the reaction product. The product is: [NH:31]([C:29]1[C:30]2[C:22]([CH:2]=[CH:3][O:4][CH3:5])=[CH:23][N:24]([C@@H:33]3[O:39][C@H:38]([CH2:40][OH:41])[C@@H:36]([OH:37])[C@@:34]3([CH3:42])[OH:35])[C:25]=2[N:26]=[CH:27][N:28]=1)[NH2:32]. (8) Given the reactants [CH:1]1([CH2:4][O:5][C:6]2[CH:11]=[CH:10][C:9]([F:12])=[CH:8][C:7]=2[C:13]2[C:14]3[N:21]([CH2:22][O:23][CH2:24][CH2:25][Si:26]([CH3:29])([CH3:28])[CH3:27])[C:20]([CH3:30])=[C:19]([C:31](O)=[O:32])[C:15]=3[N:16]=[CH:17][N:18]=2)[CH2:3][CH2:2]1.[NH2:34][C@@H:35]1[CH2:40][CH2:39][C@H:38]([NH:41][C:42](=[O:48])[O:43][C:44]([CH3:47])([CH3:46])[CH3:45])[CH2:37][CH2:36]1, predict the reaction product. The product is: [CH:1]1([CH2:4][O:5][C:6]2[CH:11]=[CH:10][C:9]([F:12])=[CH:8][C:7]=2[C:13]2[C:14]3[N:21]([CH2:22][O:23][CH2:24][CH2:25][Si:26]([CH3:29])([CH3:28])[CH3:27])[C:20]([CH3:30])=[C:19]([C:31]([NH:34][CH:35]4[CH2:40][CH2:39][CH:38]([NH:41][C:42](=[O:48])[O:43][C:44]([CH3:46])([CH3:45])[CH3:47])[CH2:37][CH2:36]4)=[O:32])[C:15]=3[N:16]=[CH:17][N:18]=2)[CH2:2][CH2:3]1. (9) Given the reactants [C:1]([C:5]1[CH:10]=[CH:9][CH:8]=[CH:7][C:6]=1[OH:11])([CH3:4])([CH3:3])[CH3:2].[Cl-].[Mg+2].[Cl-].[CH2:15]=[O:16].C(N(CC)CC)C, predict the reaction product. The product is: [C:1]([C:5]1[CH:10]=[CH:9][CH:8]=[C:7]([CH:15]=[O:16])[C:6]=1[OH:11])([CH3:4])([CH3:2])[CH3:3].